From a dataset of Full USPTO retrosynthesis dataset with 1.9M reactions from patents (1976-2016). Predict the reactants needed to synthesize the given product. (1) Given the product [Cl:1][C:2]1[C:3]([C:8]2[CH:9]=[C:10]3[C:14](=[CH:15][CH:16]=2)[N:13]([CH2:31][O:32][CH2:33][CH2:34][Si:35]([CH3:38])([CH3:37])[CH3:36])[N:12]=[C:11]3[N:17]2[C:18](=[O:27])[C:19]3[C:24](=[CH:23][CH:22]=[CH:21][CH:20]=3)[C:25]2=[O:26])=[N:4][CH:5]=[CH:6][CH:7]=1, predict the reactants needed to synthesize it. The reactants are: [Cl:1][C:2]1[C:3]([C:8]2[CH:9]=[C:10]3[C:14](=[CH:15][CH:16]=2)[NH:13][N:12]=[C:11]3[N:17]2[C:25](=[O:26])[C:24]3[C:19](=[CH:20][CH:21]=[CH:22][CH:23]=3)[C:18]2=[O:27])=[N:4][CH:5]=[CH:6][CH:7]=1.[H-].[Na+].Cl[CH2:31][O:32][CH2:33][CH2:34][Si:35]([CH3:38])([CH3:37])[CH3:36].[Cl-].[NH4+]. (2) Given the product [F:8][C:6]1([F:9])[CH2:5][CH:4]([NH:10][C:11](=[O:23])[C:12]2[CH:17]=[CH:16][CH:15]=[CH:14][C:13]=2[N:18]2[N:19]=[CH:20][CH:21]=[N:22]2)[CH:3]([NH:2][C:25]2[N:30]=[CH:29][C:28]([C:31]([F:34])([F:33])[F:32])=[CH:27][N:26]=2)[CH2:7]1, predict the reactants needed to synthesize it. The reactants are: Cl.[NH2:2][CH:3]1[CH2:7][C:6]([F:9])([F:8])[CH2:5][CH:4]1[NH:10][C:11](=[O:23])[C:12]1[CH:17]=[CH:16][CH:15]=[CH:14][C:13]=1[N:18]1[N:22]=[CH:21][CH:20]=[N:19]1.Cl[C:25]1[N:30]=[CH:29][C:28]([C:31]([F:34])([F:33])[F:32])=[CH:27][N:26]=1.CCN(C(C)C)C(C)C. (3) Given the product [Br:10][C:11]1[CH:24]=[C:23]2[C:14]([O:15][C:16]3[C:17]([F:28])=[CH:18][C:19]([O:26][CH3:27])=[CH:20][C:21]=3[C:22]2([CH2:4][C:5]([O:7][CH2:8][CH3:9])=[O:6])[OH:25])=[CH:13][CH:12]=1, predict the reactants needed to synthesize it. The reactants are: BrBr.Br[CH2:4][C:5]([O:7][CH2:8][CH3:9])=[O:6].[Br:10][C:11]1[CH:24]=[C:23]2[C:14]([O:15][C:16]3[C:17]([F:28])=[CH:18][C:19]([O:26][CH3:27])=[CH:20][C:21]=3[C:22]2=[O:25])=[CH:13][CH:12]=1.C1COCC1. (4) Given the product [CH2:20]([CH:3]([C:2]([CH3:13])([C:7]1[CH:12]=[CH:11][CH:10]=[CH:9][CH:8]=1)[CH3:1])[C:4]([OH:6])=[O:5])[CH:18]=[CH2:17], predict the reactants needed to synthesize it. The reactants are: [CH3:1][C:2]([CH3:13])([C:7]1[CH:12]=[CH:11][CH:10]=[CH:9][CH:8]=1)[CH2:3][C:4]([OH:6])=[O:5].C(=O)=O.[CH3:17][C:18]([CH3:20])=O.C([N-]C(C)C)(C)C.[Li+].CN1CCCN(C)C1=O.C(I)C=C.